From a dataset of NCI-60 drug combinations with 297,098 pairs across 59 cell lines. Regression. Given two drug SMILES strings and cell line genomic features, predict the synergy score measuring deviation from expected non-interaction effect. (1) Drug 1: CN(CC1=CN=C2C(=N1)C(=NC(=N2)N)N)C3=CC=C(C=C3)C(=O)NC(CCC(=O)O)C(=O)O. Drug 2: C1C(C(OC1N2C=NC(=NC2=O)N)CO)O. Cell line: HCT-15. Synergy scores: CSS=60.9, Synergy_ZIP=3.59, Synergy_Bliss=4.08, Synergy_Loewe=-13.8, Synergy_HSA=4.30. (2) Synergy scores: CSS=3.54, Synergy_ZIP=-0.316, Synergy_Bliss=1.01, Synergy_Loewe=-2.13, Synergy_HSA=-1.94. Cell line: SNB-75. Drug 1: CC12CCC(CC1=CCC3C2CCC4(C3CC=C4C5=CN=CC=C5)C)O. Drug 2: C1=CC(=CC=C1CC(C(=O)O)N)N(CCCl)CCCl.Cl. (3) Drug 1: C1=CC(=C2C(=C1NCCNCCO)C(=O)C3=C(C=CC(=C3C2=O)O)O)NCCNCCO. Drug 2: C1=NC2=C(N=C(N=C2N1C3C(C(C(O3)CO)O)O)F)N. Cell line: SK-OV-3. Synergy scores: CSS=52.5, Synergy_ZIP=2.35, Synergy_Bliss=2.76, Synergy_Loewe=-27.0, Synergy_HSA=3.49.